This data is from Forward reaction prediction with 1.9M reactions from USPTO patents (1976-2016). The task is: Predict the product of the given reaction. (1) The product is: [CH3:18][O:17][C:15](=[O:16])[CH:9]([NH:8][C:6]([O:5][C:1]([CH3:2])([CH3:3])[CH3:4])=[O:7])[CH2:10][CH2:11][C:12]([N:23]1[CH2:24][CH2:25][CH2:26][C@H:22]1[CH2:21][O:20][CH3:19])=[O:14]. Given the reactants [C:1]([O:5][C:6]([NH:8][CH:9]([C:15]([O:17][CH3:18])=[O:16])[CH2:10][CH2:11][C:12]([OH:14])=O)=[O:7])([CH3:4])([CH3:3])[CH3:2].[CH3:19][O:20][CH2:21][C@@H:22]1[CH2:26][CH2:25][CH2:24][NH:23]1.O.ON1C2C=CC=CC=2N=N1.C(Cl)CCl, predict the reaction product. (2) Given the reactants C([O:5][C:6](=[O:19])[CH2:7][CH:8]1[CH2:13][CH2:12][CH:11]([C:14]([O:16][CH2:17][CH3:18])=[O:15])[CH2:10][CH2:9]1)(C)(C)C.Cl, predict the reaction product. The product is: [CH2:17]([O:16][C:14]([CH:11]1[CH2:12][CH2:13][CH:8]([CH2:7][C:6]([OH:19])=[O:5])[CH2:9][CH2:10]1)=[O:15])[CH3:18]. (3) Given the reactants [Cl:1][C:2]1[CH:3]=[N:4][C:5]([NH:8][C:9](=[O:34])[C:10]2[CH:15]=[CH:14][C:13]([C:16]3[CH2:20][C:19]([C:25]4[CH:30]=[C:29]([Cl:31])[CH:28]=[C:27]([Cl:32])[CH:26]=4)([C:21]([F:24])([F:23])[F:22])[O:18][N:17]=3)=[CH:12][C:11]=2[CH3:33])=[N:6][CH:7]=1.C(N(CC)CC)C.[CH3:42][O:43][CH2:44][C:45](Cl)=[O:46], predict the reaction product. The product is: [Cl:1][C:2]1[CH:7]=[N:6][C:5]([N:8]([C:45](=[O:46])[CH2:44][O:43][CH3:42])[C:9](=[O:34])[C:10]2[CH:15]=[CH:14][C:13]([C:16]3[CH2:20][C:19]([C:25]4[CH:26]=[C:27]([Cl:32])[CH:28]=[C:29]([Cl:31])[CH:30]=4)([C:21]([F:23])([F:24])[F:22])[O:18][N:17]=3)=[CH:12][C:11]=2[CH3:33])=[N:4][CH:3]=1. (4) Given the reactants [Cl:1][C:2]1[CH:3]=[C:4]([C:9]([NH:11][C:12]2[C:13]([O:18][CH3:19])=[N:14][CH:15]=[CH:16][CH:17]=2)=[O:10])[CH:5]=[N:6][C:7]=1Cl.O.[NH2:21][NH2:22], predict the reaction product. The product is: [Cl:1][C:2]1[CH:3]=[C:4]([C:9]([NH:11][C:12]2[C:13]([O:18][CH3:19])=[N:14][CH:15]=[CH:16][CH:17]=2)=[O:10])[CH:5]=[N:6][C:7]=1[NH:21][NH2:22]. (5) Given the reactants [ClH:1].CN(C)CCCN=C=NCC.[NH2:13][C:14]1[CH:15]=[C:16]2[C:21](=[CH:22][CH:23]=1)[N:20]=[CH:19][N:18]=[C:17]2[NH:24][C:25]1[CH:30]=[CH:29][CH:28]=[C:27]([C:31]([F:34])([F:33])[F:32])[CH:26]=1.N1C=CC=CC=1.Cl.[CH2:42]1C[O:45][CH2:44][CH2:43]1.CN(C=O)C, predict the reaction product. The product is: [ClH:1].[F:32][C:31]([F:33])([F:34])[C:27]1[CH:26]=[C:25]([NH:24][C:17]2[C:16]3[C:21](=[CH:22][CH:23]=[C:14]([NH:13][C:44](=[O:45])[CH:43]=[CH2:42])[CH:15]=3)[N:20]=[CH:19][N:18]=2)[CH:30]=[CH:29][CH:28]=1. (6) Given the reactants CN(C(ON1N=NC2C=CC=CC1=2)=[N+](C)C)C.[B-](F)(F)(F)F.Cl.[N:24]1[CH:29]=[CH:28][CH:27]=[CH:26][C:25]=1[NH:30][CH2:31][CH2:32][CH2:33][O:34][C:35]1[CH:47]=[CH:46][C:38]([CH2:39][C@@H:40]([C:42]([O:44]C)=[O:43])[NH2:41])=[CH:37][CH:36]=1.[Cl:48][C:49]1[CH:57]=[CH:56][CH:55]=[CH:54][C:50]=1[C:51](O)=[O:52].CN1CCOCC1.[Li+].[OH-], predict the reaction product. The product is: [Cl:48][C:49]1[CH:57]=[CH:56][CH:55]=[CH:54][C:50]=1[C:51]([NH:41][C@H:40]([C:42]([OH:44])=[O:43])[CH2:39][C:38]1[CH:46]=[CH:47][C:35]([O:34][CH2:33][CH2:32][CH2:31][NH:30][C:25]2[CH:26]=[CH:27][CH:28]=[CH:29][N:24]=2)=[CH:36][CH:37]=1)=[O:52].